This data is from Blood-brain barrier permeability classification from the B3DB database. The task is: Regression/Classification. Given a drug SMILES string, predict its absorption, distribution, metabolism, or excretion properties. Task type varies by dataset: regression for continuous measurements (e.g., permeability, clearance, half-life) or binary classification for categorical outcomes (e.g., BBB penetration, CYP inhibition). Dataset: b3db_classification. (1) The compound is CN(C)[C@H]1C(=O)C(C(=O)NCN2CCCC2)=C(O)[C@@]2(O)C(=O)C3=C(O)c4c(O)cccc4[C@@](C)(O)[C@H]3C[C@@H]12. The result is 0 (does not penetrate BBB). (2) The molecule is COc1ccc(S(C)(=O)=O)cc1CNC1CCCNC1c1ccccc1. The result is 1 (penetrates BBB).